From a dataset of KCNQ2 potassium channel screen with 302,405 compounds. Binary Classification. Given a drug SMILES string, predict its activity (active/inactive) in a high-throughput screening assay against a specified biological target. The molecule is Clc1c(n2c(S(=O)(=O)N)ccc2)ncc(c1)C(F)(F)F. The result is 0 (inactive).